This data is from NCI-60 drug combinations with 297,098 pairs across 59 cell lines. The task is: Regression. Given two drug SMILES strings and cell line genomic features, predict the synergy score measuring deviation from expected non-interaction effect. (1) Drug 1: CC1=C2C(C(=O)C3(C(CC4C(C3C(C(C2(C)C)(CC1OC(=O)C(C(C5=CC=CC=C5)NC(=O)OC(C)(C)C)O)O)OC(=O)C6=CC=CC=C6)(CO4)OC(=O)C)OC)C)OC. Drug 2: CS(=O)(=O)CCNCC1=CC=C(O1)C2=CC3=C(C=C2)N=CN=C3NC4=CC(=C(C=C4)OCC5=CC(=CC=C5)F)Cl. Cell line: CCRF-CEM. Synergy scores: CSS=72.9, Synergy_ZIP=20.8, Synergy_Bliss=20.8, Synergy_Loewe=-15.1, Synergy_HSA=18.6. (2) Drug 1: C1CC(=O)NC(=O)C1N2CC3=C(C2=O)C=CC=C3N. Drug 2: CCCCC(=O)OCC(=O)C1(CC(C2=C(C1)C(=C3C(=C2O)C(=O)C4=C(C3=O)C=CC=C4OC)O)OC5CC(C(C(O5)C)O)NC(=O)C(F)(F)F)O. Cell line: HS 578T. Synergy scores: CSS=-4.79, Synergy_ZIP=0.261, Synergy_Bliss=-4.10, Synergy_Loewe=-3.35, Synergy_HSA=-5.38. (3) Drug 1: CC=C1C(=O)NC(C(=O)OC2CC(=O)NC(C(=O)NC(CSSCCC=C2)C(=O)N1)C(C)C)C(C)C. Drug 2: CCN(CC)CCNC(=O)C1=C(NC(=C1C)C=C2C3=C(C=CC(=C3)F)NC2=O)C. Cell line: UO-31. Synergy scores: CSS=6.23, Synergy_ZIP=-2.04, Synergy_Bliss=-1.13, Synergy_Loewe=-0.302, Synergy_HSA=1.58. (4) Drug 1: CN1C(=O)N2C=NC(=C2N=N1)C(=O)N. Drug 2: CC1CCCC2(C(O2)CC(NC(=O)CC(C(C(=O)C(C1O)C)(C)C)O)C(=CC3=CSC(=N3)C)C)C. Cell line: M14. Synergy scores: CSS=59.1, Synergy_ZIP=8.15, Synergy_Bliss=4.91, Synergy_Loewe=-40.4, Synergy_HSA=1.17. (5) Drug 1: C1=C(C(=O)NC(=O)N1)F. Drug 2: C1=NC2=C(N1)C(=S)N=CN2. Cell line: A498. Synergy scores: CSS=49.5, Synergy_ZIP=-5.51, Synergy_Bliss=-10.6, Synergy_Loewe=-9.71, Synergy_HSA=-8.69. (6) Drug 1: CN1CCC(CC1)COC2=C(C=C3C(=C2)N=CN=C3NC4=C(C=C(C=C4)Br)F)OC. Drug 2: C1=CC(=CC=C1CCCC(=O)O)N(CCCl)CCCl. Cell line: IGROV1. Synergy scores: CSS=67.4, Synergy_ZIP=2.14, Synergy_Bliss=1.81, Synergy_Loewe=-1.45, Synergy_HSA=5.73. (7) Drug 1: CCC1=CC2CC(C3=C(CN(C2)C1)C4=CC=CC=C4N3)(C5=C(C=C6C(=C5)C78CCN9C7C(C=CC9)(C(C(C8N6C)(C(=O)OC)O)OC(=O)C)CC)OC)C(=O)OC.C(C(C(=O)O)O)(C(=O)O)O. Drug 2: C1=C(C(=O)NC(=O)N1)N(CCCl)CCCl. Cell line: HOP-92. Synergy scores: CSS=43.7, Synergy_ZIP=-13.7, Synergy_Bliss=-7.17, Synergy_Loewe=-5.90, Synergy_HSA=-1.67. (8) Drug 1: CC1=CC=C(C=C1)C2=CC(=NN2C3=CC=C(C=C3)S(=O)(=O)N)C(F)(F)F. Drug 2: C1C(C(OC1N2C=NC3=C(N=C(N=C32)Cl)N)CO)O. Cell line: CCRF-CEM. Synergy scores: CSS=54.7, Synergy_ZIP=-4.72, Synergy_Bliss=-7.70, Synergy_Loewe=0.753, Synergy_HSA=-4.11.